This data is from Full USPTO retrosynthesis dataset with 1.9M reactions from patents (1976-2016). The task is: Predict the reactants needed to synthesize the given product. Given the product [I:1][C:2]1[CH:7]=[CH:6][C:5]([C:8]2[NH:38][C:32]3[C:37]([C:9]=2[CH2:10][CH2:11][CH2:12][N:13]2[CH2:18][CH2:17][CH:16]([C:19]4[CH:20]=[C:21]([NH:25][C:26](=[O:30])[CH:27]([CH3:29])[CH3:28])[CH:22]=[CH:23][CH:24]=4)[CH2:15][CH2:14]2)=[CH:36][CH:35]=[CH:34][CH:33]=3)=[CH:4][CH:3]=1, predict the reactants needed to synthesize it. The reactants are: [I:1][C:2]1[CH:7]=[CH:6][C:5]([C:8](=O)[CH2:9][CH2:10][CH2:11][CH2:12][N:13]2[CH2:18][CH2:17][CH:16]([C:19]3[CH:20]=[C:21]([NH:25][C:26](=[O:30])[CH:27]([CH3:29])[CH3:28])[CH:22]=[CH:23][CH:24]=3)[CH2:15][CH2:14]2)=[CH:4][CH:3]=1.[C:32]1([NH:38]N)[CH:37]=[CH:36][CH:35]=[CH:34][CH:33]=1.